The task is: Predict the reactants needed to synthesize the given product.. This data is from Full USPTO retrosynthesis dataset with 1.9M reactions from patents (1976-2016). Given the product [Cl:13][C:12]1[N:14]=[C:15]([Cl:16])[N:17]=[C:18]([CH2:1][CH2:2][CH3:3])[N:11]=1, predict the reactants needed to synthesize it. The reactants are: [CH2:1](Br)[CH2:2][CH3:3].[Mg].CCOCC.[N:11]1[C:18](Cl)=[N:17][C:15]([Cl:16])=[N:14][C:12]=1[Cl:13].